This data is from Reaction yield outcomes from USPTO patents with 853,638 reactions. The task is: Predict the reaction yield, written as a fraction of the theoretical maximum amount of product (1.0 means a 100% yield; for example, 0.34 means a 34% yield). The reactants are [H-].[Al+3].[Li+].[H-].[H-].[H-].[C:7]1([CH2:17][C:18](O)=[O:19])[CH:12]=[CH:11][CH:10]=[C:9]([CH2:13][C:14](O)=[O:15])[CH:8]=1. The catalyst is C1COCC1. The product is [C:9]1([CH2:13][CH2:14][OH:15])[CH:10]=[CH:11][CH:12]=[C:7]([CH2:17][CH2:18][OH:19])[CH:8]=1. The yield is 0.620.